This data is from Forward reaction prediction with 1.9M reactions from USPTO patents (1976-2016). The task is: Predict the product of the given reaction. (1) Given the reactants [NH2:1][C:2]1[CH:3]=[C:4]2[C:9](=[O:10])[N:8]3[CH2:11][CH2:12][N:13]([C:14]([C:16]4[C:17]([CH3:21])=[N:18][O:19][CH:20]=4)=[O:15])[C:7]3([C:22]3[CH:27]=[CH:26][C:25]([O:28][CH3:29])=[CH:24][CH:23]=3)[CH2:6][N:5]2[CH:30]=1.Cl.N([O-])=O.[Na+].[N-:36]=[N+:37]=[N-].[Na+].C([O-])(=O)C.[Na+], predict the reaction product. The product is: [N:1]([C:2]1[CH:3]=[C:4]2[C:9](=[O:10])[N:8]3[CH2:11][CH2:12][N:13]([C:14]([C:16]4[C:17]([CH3:21])=[N:18][O:19][CH:20]=4)=[O:15])[C:7]3([C:22]3[CH:27]=[CH:26][C:25]([O:28][CH3:29])=[CH:24][CH:23]=3)[CH2:6][N:5]2[CH:30]=1)=[N+:36]=[N-:37]. (2) Given the reactants [CH3:1][C:2]([CH3:10])([C:5](=[O:9])[CH2:6][CH2:7][CH3:8])[CH2:3]C.[C:11]([Mg]Cl)(C)(C)[CH3:12].CC(CC)CC(Cl)=O, predict the reaction product. The product is: [CH3:10][C:2]([CH3:1])([C:5](=[O:9])[CH2:6][CH:7]([CH3:8])[CH2:11][CH3:12])[CH3:3].